From a dataset of Catalyst prediction with 721,799 reactions and 888 catalyst types from USPTO. Predict which catalyst facilitates the given reaction. Reactant: [CH3:1][Si:2]([O:15][CH:16](C)C)([O:11][CH:12](C)C)[C:3]1[CH:10]=[CH:9][C:6]([CH:7]=[CH2:8])=[CH:5][CH:4]=1.C1(C)C=CC(S(O)(=O)=O)=CC=1. Product: [CH3:1][Si:2]([O:11][CH3:12])([O:15][CH3:16])[C:3]1[CH:10]=[CH:9][C:6]([CH:7]=[CH2:8])=[CH:5][CH:4]=1. The catalyst class is: 5.